Dataset: Forward reaction prediction with 1.9M reactions from USPTO patents (1976-2016). Task: Predict the product of the given reaction. (1) Given the reactants C(OC(=O)[N:7]([CH2:13][C:14]1[CH:19]=[CH:18][C:17]([C:20]2[CH:25]=[CH:24][C:23]([C:26](=[O:28])[NH2:27])=[CH:22][C:21]=2[CH3:29])=[CH:16][C:15]=1[Cl:30])[CH2:8][CH2:9][CH:10]([CH3:12])[CH3:11])(C)(C)C.[ClH:32], predict the reaction product. The product is: [ClH:30].[Cl:32][C:22]1[C:21]([CH3:29])=[C:20]([C:17]2[CH:18]=[CH:19][C:14]([CH2:13][NH:7][CH2:8][CH2:9][CH:10]([CH3:12])[CH3:11])=[CH:15][CH:16]=2)[CH:25]=[CH:24][C:23]=1[C:26]([NH2:27])=[O:28]. (2) Given the reactants [CH2:1]([C:5]1[CH:10]=[CH:9][C:8]([C:11]#[C:12][C:13]2[N:18]=[CH:17][C:16]([CH2:19][NH:20][C:21]3[CH:33]=[CH:32][C:24]4[O:25][C:26]([CH3:31])([CH3:30])[O:27][C:28](=[O:29])[C:23]=4[CH:22]=3)=[CH:15][CH:14]=2)=[CH:7][CH:6]=1)[CH2:2][CH2:3][CH3:4].[CH:34]1([CH2:39][CH2:40][C:41](Cl)=[O:42])[CH2:38][CH2:37][CH2:36][CH2:35]1, predict the reaction product. The product is: [CH2:1]([C:5]1[CH:6]=[CH:7][C:8]([C:11]#[C:12][C:13]2[N:18]=[CH:17][C:16]([CH2:19][N:20]([C:21]3[CH:33]=[CH:32][C:24]4[O:25][C:26]([CH3:31])([CH3:30])[O:27][C:28](=[O:29])[C:23]=4[CH:22]=3)[C:41](=[O:42])[CH2:40][CH2:39][CH:34]3[CH2:38][CH2:37][CH2:36][CH2:35]3)=[CH:15][CH:14]=2)=[CH:9][CH:10]=1)[CH2:2][CH2:3][CH3:4]. (3) Given the reactants [N:1]1([NH:7][C:8]([C:10]2[C:14]([NH2:15])=[C:13]([C:16]3[CH:21]=[CH:20][C:19]([Cl:22])=[CH:18][CH:17]=3)[N:12]([C:23]3[CH:28]=[CH:27][CH:26]=[CH:25][C:24]=3[Cl:29])[N:11]=2)=[O:9])[CH2:6][CH2:5][O:4][CH2:3][CH2:2]1.[CH2:30](OC(OCC)OCC)C, predict the reaction product. The product is: [Cl:22][C:19]1[CH:18]=[CH:17][C:16]([C:13]2[N:12]([C:23]3[CH:28]=[CH:27][CH:26]=[CH:25][C:24]=3[Cl:29])[N:11]=[C:10]3[C:8](=[O:9])[N:7]([N:1]4[CH2:2][CH2:3][O:4][CH2:5][CH2:6]4)[CH:30]=[N:15][C:14]=23)=[CH:21][CH:20]=1. (4) Given the reactants [C:1]([O:4][C@H:5]1[C@@H:9]([O:10][C:11](=[O:13])[CH3:12])[C@H:8]([N:14]2[CH:22]=[N:21][C:20]3[C:15]2=[N:16][C:17]([I:24])=[N:18][C:19]=3Cl)[O:7][C@@H:6]1[CH2:25][O:26][C:27](=[O:29])[CH3:28])(=[O:3])[CH3:2].[C:30]1([CH:36]([C:39]2[CH:44]=[CH:43][CH:42]=[CH:41][CH:40]=2)[CH2:37][NH2:38])[CH:35]=[CH:34][CH:33]=[CH:32][CH:31]=1.C(N(CC)CC)C, predict the reaction product. The product is: [C:1]([O:4][C@H:5]1[C@@H:9]([O:10][C:11](=[O:13])[CH3:12])[C@H:8]([N:14]2[CH:22]=[N:21][C:20]3[C:15]2=[N:16][C:17]([I:24])=[N:18][C:19]=3[NH:38][CH2:37][CH:36]([C:30]2[CH:35]=[CH:34][CH:33]=[CH:32][CH:31]=2)[C:39]2[CH:44]=[CH:43][CH:42]=[CH:41][CH:40]=2)[O:7][C@@H:6]1[CH2:25][O:26][C:27](=[O:29])[CH3:28])(=[O:3])[CH3:2]. (5) Given the reactants [CH2:1]([O:5][CH2:6][CH2:7][O:8][C:9]1[CH:14]=[CH:13][C:12]([C:15]2[CH:20]=[CH:19][C:18]([N:21]3[CH2:25][CH2:24][CH2:23][CH2:22]3)=[C:17](/[CH:26]=[C:27](\[CH2:33][CH3:34])/[C:28]([O:30]CC)=[O:29])[CH:16]=2)=[CH:11][CH:10]=1)[CH2:2][CH2:3][CH3:4].[OH-].[Na+].Cl, predict the reaction product. The product is: [CH2:1]([O:5][CH2:6][CH2:7][O:8][C:9]1[CH:10]=[CH:11][C:12]([C:15]2[CH:20]=[CH:19][C:18]([N:21]3[CH2:25][CH2:24][CH2:23][CH2:22]3)=[C:17](/[CH:26]=[C:27](\[CH2:33][CH3:34])/[C:28]([OH:30])=[O:29])[CH:16]=2)=[CH:13][CH:14]=1)[CH2:2][CH2:3][CH3:4]. (6) Given the reactants C1(COC2C(C3[N:16]([CH2:17][C:18]4[CH:23]=[CH:22][C:21](CCC(O)=O)=[CH:20][CH:19]=4)[C:15]4[CH:29]=[C:30]([F:34])[C:31]([F:33])=[CH:32][C:14]=4[N:13]=3)=CC=CN=2)CC1.[C:35]([C:37]1[CH:53]=[CH:52][C:40]([O:41][CH2:42]C2C=CC=CC=2C(Cl)=O)=[CH:39][C:38]=1[F:54])#[N:36].FC1C=C(N)C(N)=CC=1F, predict the reaction product. The product is: [F:33][C:31]1[C:30]([F:34])=[CH:29][C:15]2[NH:16][C:17]([C:18]3[CH:19]=[CH:20][CH:21]=[CH:22][C:23]=3[CH2:42][O:41][C:40]3[CH:52]=[CH:53][C:37]([C:35]#[N:36])=[C:38]([F:54])[CH:39]=3)=[N:13][C:14]=2[CH:32]=1. (7) Given the reactants [S:1]1[C:5]2[CH:6]=[CH:7][CH:8]=[CH:9][C:4]=2[N:3]=[C:2]1[CH:10]([O:26][CH:27]1[CH2:32][CH2:31][N:30]([CH3:33])[CH2:29][CH2:28]1)[C:11]1[CH:12]=[C:13]([CH:17]=[CH:18][CH2:19][CH2:20][CH2:21][O:22]C(=O)C)[CH:14]=[CH:15][CH:16]=1.O1CCOCC1.[OH-].[Na+].Cl, predict the reaction product. The product is: [S:1]1[C:5]2[CH:6]=[CH:7][CH:8]=[CH:9][C:4]=2[N:3]=[C:2]1[CH:10]([O:26][CH:27]1[CH2:32][CH2:31][N:30]([CH3:33])[CH2:29][CH2:28]1)[C:11]1[CH:12]=[C:13]([CH:17]=[CH:18][CH2:19][CH2:20][CH2:21][OH:22])[CH:14]=[CH:15][CH:16]=1. (8) Given the reactants C([N:8]1[CH2:13][CH2:12][O:11][C:10]([CH3:15])([CH3:14])[C@H:9]1[C:16]([O:18]CC1C=CC=CC=1)=[O:17])C1C=CC=CC=1, predict the reaction product. The product is: [CH3:14][C:10]1([CH3:15])[O:11][CH2:12][CH2:13][NH:8][C@@H:9]1[C:16]([OH:18])=[O:17]. (9) Given the reactants [O:1]=[S:2]1(=[O:18])[CH2:6][CH2:5][N:4]([C:7]([C:9]2[CH:14]=[CH:13][CH:12]=[C:11]([N+:15]([O-])=O)[CH:10]=2)=[O:8])[CH2:3]1, predict the reaction product. The product is: [NH2:15][C:11]1[CH:10]=[C:9]([C:7]([N:4]2[CH2:5][CH2:6][S:2](=[O:18])(=[O:1])[CH2:3]2)=[O:8])[CH:14]=[CH:13][CH:12]=1. (10) The product is: [Br:1][CH2:32][CH2:31][C:24]1[C:25]2[CH:30]=[CH:29][CH:28]=[CH:27][C:26]=2[O:22][CH:23]=1. Given the reactants [Br-:1].[Br-].C1(P(C2C=CC=CC=2)C2C=CC=CC=2)C=CC=CC=1.[O:22]1[C:26]2[CH:27]=[CH:28][CH:29]=[CH:30][C:25]=2[C:24]([CH2:31][CH2:32]O)=[CH:23]1.[Br-], predict the reaction product.